The task is: Predict the reactants needed to synthesize the given product.. This data is from Full USPTO retrosynthesis dataset with 1.9M reactions from patents (1976-2016). (1) The reactants are: [CH2:1]([C@H:8]1[C:12](=[O:13])[O:11][C@@H:10]([C:14]([CH3:17])([CH3:16])[CH3:15])[N:9]1[C:18]([O:20][CH2:21][CH:22]=[CH2:23])=[O:19])[C:2]1[CH:7]=[CH:6][CH:5]=[CH:4][CH:3]=1.C[Si]([N-][Si](C)(C)C)(C)C.[K+].[CH2:34](Br)[CH:35]=[CH2:36].[Cl-].[NH4+]. Given the product [CH2:36]([C@:8]1([CH2:1][C:2]2[CH:7]=[CH:6][CH:5]=[CH:4][CH:3]=2)[C:12](=[O:13])[O:11][C@@H:10]([C:14]([CH3:17])([CH3:16])[CH3:15])[N:9]1[C:18]([O:20][CH2:21][CH:22]=[CH2:23])=[O:19])[CH:35]=[CH2:34], predict the reactants needed to synthesize it. (2) Given the product [CH3:37][C:32]1[CH:33]=[C:34]([CH3:36])[CH:35]=[C:30]([CH3:29])[C:31]=1[NH:38][C:39]([NH:1][C:2]1[C:3]([C:12]([NH:14][C:15]2([C:25]([O:27][CH3:28])=[O:26])[CH2:24][CH2:23][CH2:22][CH2:21][CH2:20][CH2:19][CH2:18][CH2:17][CH2:16]2)=[O:13])=[CH:4][C:5]2[C:10]([CH:11]=1)=[CH:9][CH:8]=[CH:7][CH:6]=2)=[O:40], predict the reactants needed to synthesize it. The reactants are: [NH2:1][C:2]1[C:3]([C:12]([NH:14][C:15]2([C:25]([O:27][CH3:28])=[O:26])[CH2:24][CH2:23][CH2:22][CH2:21][CH2:20][CH2:19][CH2:18][CH2:17][CH2:16]2)=[O:13])=[CH:4][C:5]2[C:10]([CH:11]=1)=[CH:9][CH:8]=[CH:7][CH:6]=2.[CH3:29][C:30]1[CH:35]=[C:34]([CH3:36])[CH:33]=[C:32]([CH3:37])[C:31]=1[N:38]=[C:39]=[O:40].